From a dataset of Peptide-MHC class II binding affinity with 134,281 pairs from IEDB. Regression. Given a peptide amino acid sequence and an MHC pseudo amino acid sequence, predict their binding affinity value. This is MHC class II binding data. (1) The peptide sequence is LQGLRYFIMAYVNQA. The MHC is DRB4_0101 with pseudo-sequence DRB4_0103. The binding affinity (normalized) is 0.838. (2) The peptide sequence is VLTLDNQDLNGNWYD. The MHC is DRB1_0101 with pseudo-sequence DRB1_0101. The binding affinity (normalized) is 0.373.